This data is from Catalyst prediction with 721,799 reactions and 888 catalyst types from USPTO. The task is: Predict which catalyst facilitates the given reaction. Reactant: [NH2:1][C:2]1[N:3]=[C:4]([N:18]2[CH2:23][CH2:22][NH:21][CH2:20][CH2:19]2)[C:5]2[N:10]=[C:9]([C:11]3[CH:16]=[CH:15][C:14]([F:17])=[CH:13][CH:12]=3)[S:8][C:6]=2[N:7]=1.C(N(C(C)C)CC)(C)C.[O:33]([CH2:40][C:41](Cl)=[O:42])[C:34]1[CH:39]=[CH:38][CH:37]=[CH:36][CH:35]=1. Product: [NH2:1][C:2]1[N:3]=[C:4]([N:18]2[CH2:23][CH2:22][N:21]([C:41](=[O:42])[CH2:40][O:33][C:34]3[CH:39]=[CH:38][CH:37]=[CH:36][CH:35]=3)[CH2:20][CH2:19]2)[C:5]2[N:10]=[C:9]([C:11]3[CH:12]=[CH:13][C:14]([F:17])=[CH:15][CH:16]=3)[S:8][C:6]=2[N:7]=1. The catalyst class is: 3.